Dataset: Catalyst prediction with 721,799 reactions and 888 catalyst types from USPTO. Task: Predict which catalyst facilitates the given reaction. (1) Product: [Cl:26][C:22]1[CH:21]=[C:20]([CH:25]=[CH:24][CH:23]=1)[C:19]([NH:18][C:17]1[C:12]([N:9]2[CH2:10][CH2:11][CH:6]([CH2:5][C:4]([OH:32])=[O:3])[CH2:7][CH2:8]2)=[N:13][CH:14]=[C:15]([S:28]([CH3:31])(=[O:30])=[O:29])[CH:16]=1)=[O:27]. The catalyst class is: 5. Reactant: C([O:3][C:4](=[O:32])[CH2:5][CH:6]1[CH2:11][CH2:10][N:9]([C:12]2[C:17]([NH:18][C:19](=[O:27])[C:20]3[CH:25]=[CH:24][CH:23]=[C:22]([Cl:26])[CH:21]=3)=[CH:16][C:15]([S:28]([CH3:31])(=[O:30])=[O:29])=[CH:14][N:13]=2)[CH2:8][CH2:7]1)C.O.[OH-].[Na+]. (2) Reactant: [OH:1][C:2]1[CH:3]=[C:4]([C:12]([O:14][CH3:15])=[O:13])[CH:5]=[C:6]([CH:11]=1)[C:7]([O:9][CH3:10])=[O:8].[CH3:16][C:17]1[CH:24]=[CH:23][CH:22]=[CH:21][C:18]=1[CH2:19]Br.C(=O)([O-])[O-].[K+].[K+]. Product: [CH3:10][O:9][C:7](=[O:8])[C:6]1[CH:11]=[C:2]([O:1][CH2:16][C:17]2[CH:24]=[CH:23][CH:22]=[CH:21][C:18]=2[CH3:19])[CH:3]=[C:4]([C:12]([O:14][CH3:15])=[O:13])[CH:5]=1. The catalyst class is: 9.